From a dataset of Forward reaction prediction with 1.9M reactions from USPTO patents (1976-2016). Predict the product of the given reaction. Given the reactants COC(=O)C1C=CC=C(N[C:11](=[O:38])[CH2:12][N:13]2[N:19]=[C:18]([CH:20]3[CH2:25][CH2:24][CH2:23][CH2:22][CH2:21]3)[C:17]3[CH:26]=[CH:27][CH:28]=[CH:29][C:16]=3[N:15]([CH2:30][C:31](=[O:36])[C:32]([CH3:35])([CH3:34])[CH3:33])[C:14]2=[O:37])C=1.C1(C2C3C=CC=CC=3N([CH2:57][C:58](C3CC3)=[O:59])C(=O)N(CC(O)=O)N=2)CCCCC1.C(OC(=O)CSC1C=CC=C(N)C=1)C.C1(C2C3C=CC=CC=3N(CC(=O)C(C)(C)C)C(=O)N(CC(O)=O)N=2)CCCCC1.COC(=O)C1C=CC=C(N)C=1, predict the reaction product. The product is: [CH2:58]([O:59][C:11](=[O:38])[CH2:12][N:13]1[N:19]=[C:18]([CH:20]2[CH2:21][CH2:22][CH2:23][CH2:24][CH2:25]2)[C:17]2[CH:26]=[CH:27][CH:28]=[CH:29][C:16]=2[N:15]([CH2:30][C:31](=[O:36])[C:32]([CH3:34])([CH3:33])[CH3:35])[C:14]1=[O:37])[CH3:57].